This data is from NCI-60 drug combinations with 297,098 pairs across 59 cell lines. The task is: Regression. Given two drug SMILES strings and cell line genomic features, predict the synergy score measuring deviation from expected non-interaction effect. Drug 1: CC(CN1CC(=O)NC(=O)C1)N2CC(=O)NC(=O)C2. Drug 2: C1CCC(CC1)NC(=O)N(CCCl)N=O. Cell line: ACHN. Synergy scores: CSS=44.3, Synergy_ZIP=5.33, Synergy_Bliss=5.51, Synergy_Loewe=6.82, Synergy_HSA=9.36.